Dataset: Peptide-MHC class I binding affinity with 185,985 pairs from IEDB/IMGT. Task: Regression. Given a peptide amino acid sequence and an MHC pseudo amino acid sequence, predict their binding affinity value. This is MHC class I binding data. (1) The peptide sequence is RKIYDLIEL. The MHC is HLA-A68:02 with pseudo-sequence HLA-A68:02. The binding affinity (normalized) is 0. (2) The peptide sequence is LALPQRAYAL. The MHC is Patr-B0101 with pseudo-sequence Patr-B0101. The binding affinity (normalized) is 0.0983. (3) The peptide sequence is APAKKAAPA. The MHC is HLA-B51:01 with pseudo-sequence HLA-B51:01. The binding affinity (normalized) is 0.0847. (4) The peptide sequence is FPRPWLHGL. The MHC is HLA-B07:02 with pseudo-sequence HLA-B07:02. The binding affinity (normalized) is 0.834. (5) The binding affinity (normalized) is 0.776. The peptide sequence is HRRDLRLASM. The MHC is HLA-B08:01 with pseudo-sequence HLA-B08:01. (6) The peptide sequence is VAELYRLEL. The MHC is Mamu-A07 with pseudo-sequence Mamu-A07. The binding affinity (normalized) is 0. (7) The peptide sequence is KPLVNIVAL. The MHC is HLA-B51:01 with pseudo-sequence HLA-B51:01. The binding affinity (normalized) is 0.183. (8) The peptide sequence is RRFNLFNKF. The MHC is HLA-A02:06 with pseudo-sequence HLA-A02:06. The binding affinity (normalized) is 0.0847.